This data is from Full USPTO retrosynthesis dataset with 1.9M reactions from patents (1976-2016). The task is: Predict the reactants needed to synthesize the given product. The reactants are: [Cl:1][C:2]1[CH:7]=[CH:6][C:5](B(O)O)=[C:4]([F:11])[CH:3]=1.[NH2:12][C:13]1[CH:18]=[N:17][C:16](Br)=[CH:15][N:14]=1.C1(C)C=CC=CC=1.C([O-])([O-])=O.[Na+].[Na+]. Given the product [Cl:1][C:2]1[CH:7]=[CH:6][C:5]([C:16]2[N:17]=[CH:18][C:13]([NH2:12])=[N:14][CH:15]=2)=[C:4]([F:11])[CH:3]=1, predict the reactants needed to synthesize it.